This data is from NCI-60 drug combinations with 297,098 pairs across 59 cell lines. The task is: Regression. Given two drug SMILES strings and cell line genomic features, predict the synergy score measuring deviation from expected non-interaction effect. (1) Drug 1: CC1CCC2CC(C(=CC=CC=CC(CC(C(=O)C(C(C(=CC(C(=O)CC(OC(=O)C3CCCCN3C(=O)C(=O)C1(O2)O)C(C)CC4CCC(C(C4)OC)OCCO)C)C)O)OC)C)C)C)OC. Drug 2: CC1C(C(CC(O1)OC2CC(CC3=C2C(=C4C(=C3O)C(=O)C5=C(C4=O)C(=CC=C5)OC)O)(C(=O)CO)O)N)O.Cl. Cell line: HL-60(TB). Synergy scores: CSS=49.8, Synergy_ZIP=7.89, Synergy_Bliss=6.95, Synergy_Loewe=3.08, Synergy_HSA=6.65. (2) Cell line: SK-MEL-28. Drug 2: C1CC(C1)(C(=O)O)C(=O)O.[NH2-].[NH2-].[Pt+2]. Synergy scores: CSS=12.0, Synergy_ZIP=-3.05, Synergy_Bliss=-2.75, Synergy_Loewe=-18.3, Synergy_HSA=-6.91. Drug 1: CN(C)C1=NC(=NC(=N1)N(C)C)N(C)C. (3) Drug 1: C1=CC=C(C=C1)NC(=O)CCCCCCC(=O)NO. Drug 2: C1=NC2=C(N1)C(=S)N=CN2. Cell line: RXF 393. Synergy scores: CSS=27.2, Synergy_ZIP=-0.713, Synergy_Bliss=0.877, Synergy_Loewe=-9.28, Synergy_HSA=2.51. (4) Drug 1: CNC(=O)C1=NC=CC(=C1)OC2=CC=C(C=C2)NC(=O)NC3=CC(=C(C=C3)Cl)C(F)(F)F. Drug 2: CCC1(C2=C(COC1=O)C(=O)N3CC4=CC5=C(C=CC(=C5CN(C)C)O)N=C4C3=C2)O.Cl. Cell line: NCI-H226. Synergy scores: CSS=21.9, Synergy_ZIP=-2.94, Synergy_Bliss=2.44, Synergy_Loewe=-6.21, Synergy_HSA=0.689. (5) Drug 1: C1=CC(=CC=C1CCC2=CNC3=C2C(=O)NC(=N3)N)C(=O)NC(CCC(=O)O)C(=O)O. Drug 2: C(CN)CNCCSP(=O)(O)O. Cell line: NCI-H522. Synergy scores: CSS=26.7, Synergy_ZIP=-5.53, Synergy_Bliss=1.43, Synergy_Loewe=-16.9, Synergy_HSA=0.223. (6) Drug 1: CC1CCC2CC(C(=CC=CC=CC(CC(C(=O)C(C(C(=CC(C(=O)CC(OC(=O)C3CCCCN3C(=O)C(=O)C1(O2)O)C(C)CC4CCC(C(C4)OC)O)C)C)O)OC)C)C)C)OC. Drug 2: CC12CCC3C(C1CCC2OP(=O)(O)O)CCC4=C3C=CC(=C4)OC(=O)N(CCCl)CCCl.[Na+]. Cell line: U251. Synergy scores: CSS=27.6, Synergy_ZIP=10.2, Synergy_Bliss=15.2, Synergy_Loewe=7.16, Synergy_HSA=14.2.